This data is from Reaction yield outcomes from USPTO patents with 853,638 reactions. The task is: Predict the reaction yield, written as a fraction of the theoretical maximum amount of product (1.0 means a 100% yield; for example, 0.34 means a 34% yield). (1) The reactants are [NH2:1][CH2:2][CH:3]1[O:7][C:6](=[O:8])[N:5]([C:9]2[CH:10]=[CH:11][C:12]3[CH2:18][CH2:17][C:16](=[O:19])[CH2:15][CH2:14][C:13]=3[CH:20]=2)[CH2:4]1.[C:21](OC(=O)C)(=[O:23])[CH3:22]. The catalyst is N1C=CC=CC=1. The product is [O:8]=[C:6]1[N:5]([C:9]2[CH:10]=[CH:11][C:12]3[CH2:18][CH2:17][C:16](=[O:19])[CH2:15][CH2:14][C:13]=3[CH:20]=2)[CH2:4][CH:3]([CH2:2][NH:1][C:21](=[O:23])[CH3:22])[O:7]1. The yield is 0.440. (2) The reactants are [CH3:1][O:2][C:3]1[C:4](=[O:24])[C:5]([CH3:23])=[C:6]([CH2:12][C:13]2[CH:14]=[C:15]([CH2:19][C:20]([OH:22])=O)[CH:16]=[CH:17][CH:18]=2)[C:7](=[O:11])[C:8]=1[O:9][CH3:10].[CH:25]([NH2:28])([CH3:27])[CH3:26]. No catalyst specified. The product is [CH3:1][O:2][C:3]1[C:4](=[O:24])[C:5]([CH3:23])=[C:6]([CH2:12][C:13]2[CH:14]=[C:15]([CH2:19][C:20]([NH:28][CH:25]([CH3:27])[CH3:26])=[O:22])[CH:16]=[CH:17][CH:18]=2)[C:7](=[O:11])[C:8]=1[O:9][CH3:10]. The yield is 0.440. (3) The reactants are [CH2:1]([O:8][C:9]1[CH:16]=[CH:15][C:12]([CH:13]=O)=[CH:11][C:10]=1[Br:17])[C:2]1[CH:7]=[CH:6][CH:5]=[CH:4][CH:3]=1.Cl.CN.[C:21]([BH3-])#[N:22].[Na+]. The catalyst is CO. The product is [CH2:1]([O:8][C:9]1[CH:16]=[CH:15][C:12]([CH2:13][NH:22][CH3:21])=[CH:11][C:10]=1[Br:17])[C:2]1[CH:7]=[CH:6][CH:5]=[CH:4][CH:3]=1. The yield is 0.380. (4) The reactants are [O:1]=[C:2]1[NH:6][CH2:5][CH2:4][N:3]1[CH2:7][C:8]([O:10][C:11]([CH3:14])([CH3:13])[CH3:12])=[O:9].N1C(CN[C:22]2[CH:27]=[CH:26][C:25]([CH2:28][CH2:29][CH2:30][CH2:31][CH2:32][CH2:33][CH2:34][CH3:35])=[CH:24][CH:23]=2)=NN=N1.[CH3:36]N(C=O)C. No catalyst specified. The product is [CH2:28]([C:25]1[CH:24]=[CH:23][C:22]([CH2:36][N:6]2[CH2:5][CH2:4][N:3]([CH2:7][C:8]([O:10][C:11]([CH3:14])([CH3:13])[CH3:12])=[O:9])[C:2]2=[O:1])=[CH:27][CH:26]=1)[CH2:29][CH2:30][CH2:31][CH2:32][CH2:33][CH2:34][CH3:35]. The yield is 0.160. (5) The reactants are ClC(Cl)(O[C:5](=[O:11])OC(Cl)(Cl)Cl)Cl.[F:13][C:14]([F:22])([F:21])[CH:15]([OH:20])[C:16]([F:19])([F:18])[F:17].C(N(CC)C(C)C)(C)C.[CH3:32][C:33]1[C:38]([CH2:39][N:40]2[CH2:45][CH2:44][NH:43][CH2:42][CH2:41]2)=[CH:37][CH:36]=[C:35]([C:46]2[CH:51]=[CH:50][CH:49]=[CH:48][C:47]=2[CH3:52])[N:34]=1. The catalyst is O.ClCCl. The product is [CH3:32][C:33]1[C:38]([CH2:39][N:40]2[CH2:41][CH2:42][N:43]([C:5]([O:20][CH:15]([C:16]([F:19])([F:18])[F:17])[C:14]([F:22])([F:21])[F:13])=[O:11])[CH2:44][CH2:45]2)=[CH:37][CH:36]=[C:35]([C:46]2[CH:51]=[CH:50][CH:49]=[CH:48][C:47]=2[CH3:52])[N:34]=1. The yield is 0.430. (6) The reactants are [H-].[Na+].[CH2:3]([O:5][C:6]([C:8]1[NH:9][C:10]2[C:15]([C:16]=1[CH2:17][N:18]([CH2:25][C:26]1[CH:31]=[C:30]([C:32]([F:35])([F:34])[F:33])[CH:29]=[C:28]([C:36]([F:39])([F:38])[F:37])[CH:27]=1)[C:19]1[N:20]=[N:21][N:22]([CH3:24])[N:23]=1)=[CH:14][CH:13]=[CH:12][CH:11]=2)=[O:7])[CH3:4].[CH2:40](I)[CH3:41]. The catalyst is CN(C=O)C. The product is [CH2:3]([O:5][C:6]([C:8]1[N:9]([CH2:40][CH3:41])[C:10]2[C:15]([C:16]=1[CH2:17][N:18]([CH2:25][C:26]1[CH:31]=[C:30]([C:32]([F:33])([F:34])[F:35])[CH:29]=[C:28]([C:36]([F:39])([F:38])[F:37])[CH:27]=1)[C:19]1[N:20]=[N:21][N:22]([CH3:24])[N:23]=1)=[CH:14][CH:13]=[CH:12][CH:11]=2)=[O:7])[CH3:4]. The yield is 0.800. (7) The reactants are [CH3:1][CH:2]([CH3:14])[CH2:3][CH2:4][NH:5][N:6]1[CH:10]=[CH:9][CH:8]=[C:7]1[C:11]([OH:13])=[O:12].[C:15](=O)([O-])[O-:16].[K+].[K+].C(Cl)(Cl)=O.C(OCC)(=O)C. The catalyst is O. The product is [CH3:1][CH:2]([CH3:14])[CH2:3][CH2:4][N:5]1[C:15](=[O:16])[O:12][C:11](=[O:13])[C:7]2[N:6]1[CH:10]=[CH:9][CH:8]=2. The yield is 0.570. (8) The reactants are [CH3:1][O:2][C:3]1[CH:20]=[CH:19][C:6]([CH2:7][N:8]2[C:12]3=[N:13][CH:14]=[CH:15][C:16](Cl)=[C:11]3[C:10]([I:18])=[N:9]2)=[CH:5][CH:4]=1.C([O-])(=[O:23])C.[Cs+].CN(C=O)C. The catalyst is O. The product is [CH3:1][O:2][C:3]1[CH:20]=[CH:19][C:6]([CH2:7][N:8]2[C:12]3[N:13]=[CH:14][CH:15]=[C:16]([OH:23])[C:11]=3[C:10]([I:18])=[N:9]2)=[CH:5][CH:4]=1. The yield is 0.790. (9) The reactants are [F:1][C:2]1[CH:11]=[CH:10][C:9]2[O:8][CH2:7][C:6]3[CH:12]=[C:13]([C:15](Cl)=[O:16])[S:14][C:5]=3[C:4]=2[CH:3]=1.[Cl:18][C:19]1[CH:26]=[CH:25][CH:24]=[CH:23][C:20]=1[NH:21][CH3:22].N1C=CC=CC=1. The catalyst is CN(C1C=CN=CC=1)C.C(Cl)Cl. The product is [Cl:18][C:19]1[CH:26]=[CH:25][CH:24]=[CH:23][C:20]=1[N:21]([CH3:22])[C:15]([C:13]1[S:14][C:5]2[C:4]3[CH:3]=[C:2]([F:1])[CH:11]=[CH:10][C:9]=3[O:8][CH2:7][C:6]=2[CH:12]=1)=[O:16]. The yield is 0.280.